From a dataset of Peptide-MHC class I binding affinity with 185,985 pairs from IEDB/IMGT. Regression. Given a peptide amino acid sequence and an MHC pseudo amino acid sequence, predict their binding affinity value. This is MHC class I binding data. The peptide sequence is KRIRLKHIF. The MHC is HLA-B15:17 with pseudo-sequence HLA-B15:17. The binding affinity (normalized) is 0.0847.